This data is from Forward reaction prediction with 1.9M reactions from USPTO patents (1976-2016). The task is: Predict the product of the given reaction. (1) Given the reactants C([N:4]1[C:13]2[C:8](=[CH:9][C:10]([C:14]#[N:15])=[CH:11][CH:12]=2)[C@H:7]([NH2:16])[C@@H:6]([CH3:17])[C@@H:5]1[CH:18]1[CH2:20][CH2:19]1)(=O)C.CC(C)([O-])C.[Na+].Br[C:28]1[N:33]=[C:32]([C:34]([O:36]CC)=[O:35])[CH:31]=[CH:30][CH:29]=1, predict the reaction product. The product is: [C:14]([C:10]1[CH:9]=[C:8]2[C:13](=[CH:12][CH:11]=1)[NH:4][C@@H:5]([CH:18]1[CH2:20][CH2:19]1)[C@H:6]([CH3:17])[C@H:7]2[NH:16][C:28]1[N:33]=[C:32]([C:34]([OH:36])=[O:35])[CH:31]=[CH:30][CH:29]=1)#[N:15]. (2) Given the reactants [Cl:1][CH2:2][C:3](Cl)=[O:4].[C:6]1([S:12][C:13]2[CH:18]=[CH:17][CH:16]=[CH:15][CH:14]=2)[CH:11]=[CH:10][CH:9]=[CH:8][CH:7]=1.[Al+3].[Cl-].[Cl-].[Cl-], predict the reaction product. The product is: [Cl:1][CH2:2][C:3]([C:16]1[CH:17]=[CH:18][C:13]([S:12][C:6]2[CH:11]=[CH:10][CH:9]=[CH:8][CH:7]=2)=[CH:14][CH:15]=1)=[O:4]. (3) Given the reactants [CH:1]([S:4]([C:7]1[CH:12]=[CH:11][C:10]([N+:13]([O-])=O)=[CH:9][C:8]=1[C@H:16]1[C@@H:20]([C:21]([O:23][CH3:24])=[O:22])[CH2:19][CH2:18][N:17]1[C:25]([O:27][C:28]([CH3:31])([CH3:30])[CH3:29])=[O:26])(=[O:6])=[O:5])([CH3:3])[CH3:2], predict the reaction product. The product is: [NH2:13][C:10]1[CH:11]=[CH:12][C:7]([S:4]([CH:1]([CH3:3])[CH3:2])(=[O:6])=[O:5])=[C:8]([C@H:16]2[C@@H:20]([C:21]([O:23][CH3:24])=[O:22])[CH2:19][CH2:18][N:17]2[C:25]([O:27][C:28]([CH3:29])([CH3:30])[CH3:31])=[O:26])[CH:9]=1. (4) Given the reactants [C:1]([O:5][C:6]([NH:8][C@H:9]([C:17]([NH2:19])=O)[CH2:10][C:11]1[CH:16]=[CH:15][CH:14]=[CH:13][CH:12]=1)=[O:7])([CH3:4])([CH3:3])[CH3:2].COC1C=CC(P2(=S)SP(C3C=CC(OC)=CC=3)(=S)[S:29]2)=CC=1, predict the reaction product. The product is: [NH2:19][C:17](=[S:29])[C@@H:9]([NH:8][C:6](=[O:7])[O:5][C:1]([CH3:4])([CH3:3])[CH3:2])[CH2:10][C:11]1[CH:16]=[CH:15][CH:14]=[CH:13][CH:12]=1.